This data is from hERG potassium channel inhibition data for cardiac toxicity prediction from Karim et al.. The task is: Regression/Classification. Given a drug SMILES string, predict its toxicity properties. Task type varies by dataset: regression for continuous values (e.g., LD50, hERG inhibition percentage) or binary classification for toxic/non-toxic outcomes (e.g., AMES mutagenicity, cardiotoxicity, hepatotoxicity). Dataset: herg_karim. The molecule is C[C@H](NC(=O)Cc1cc(F)cc(F)c1)C(=O)N[C@H](C(=O)OC(C)(C)C)c1ccccc1. The result is 0 (non-blocker).